Task: Regression. Given a peptide amino acid sequence and an MHC pseudo amino acid sequence, predict their binding affinity value. This is MHC class II binding data.. Dataset: Peptide-MHC class II binding affinity with 134,281 pairs from IEDB The peptide sequence is YEKFLANVSTVLTGK. The MHC is DRB1_0101 with pseudo-sequence DRB1_0101. The binding affinity (normalized) is 0.958.